Dataset: Forward reaction prediction with 1.9M reactions from USPTO patents (1976-2016). Task: Predict the product of the given reaction. Given the reactants [N+:1]([C:4]1[C:9]([NH2:10])=[CH:8][CH:7]=[C:6]([C:11]2[CH:16]=[CH:15][CH:14]=[CH:13][C:12]=2[C:17]([F:20])([F:19])[F:18])[N:5]=1)([O-])=O, predict the reaction product. The product is: [F:20][C:17]([F:18])([F:19])[C:12]1[CH:13]=[CH:14][CH:15]=[CH:16][C:11]=1[C:6]1[N:5]=[C:4]([NH2:1])[C:9]([NH2:10])=[CH:8][CH:7]=1.